From a dataset of NCI-60 drug combinations with 297,098 pairs across 59 cell lines. Regression. Given two drug SMILES strings and cell line genomic features, predict the synergy score measuring deviation from expected non-interaction effect. (1) Drug 1: COC1=C(C=C2C(=C1)N=CN=C2NC3=CC(=C(C=C3)F)Cl)OCCCN4CCOCC4. Drug 2: C1=NC2=C(N1)C(=S)N=C(N2)N. Cell line: MDA-MB-231. Synergy scores: CSS=42.0, Synergy_ZIP=-7.85, Synergy_Bliss=-1.47, Synergy_Loewe=1.54, Synergy_HSA=2.77. (2) Drug 1: C1CCC(CC1)NC(=O)N(CCCl)N=O. Drug 2: CC1CCC2CC(C(=CC=CC=CC(CC(C(=O)C(C(C(=CC(C(=O)CC(OC(=O)C3CCCCN3C(=O)C(=O)C1(O2)O)C(C)CC4CCC(C(C4)OC)O)C)C)O)OC)C)C)C)OC. Cell line: LOX IMVI. Synergy scores: CSS=24.0, Synergy_ZIP=-14.3, Synergy_Bliss=-17.3, Synergy_Loewe=-12.8, Synergy_HSA=-12.0.